Task: Predict the reaction yield, written as a fraction of the theoretical maximum amount of product (1.0 means a 100% yield; for example, 0.34 means a 34% yield).. Dataset: Reaction yield outcomes from USPTO patents with 853,638 reactions The reactants are Cl.[CH3:2][O:3][C:4](=[O:9])[C@H:5]([CH2:7][OH:8])[NH2:6].[Cl:10][C:11]1[CH:16]=[CH:15][C:14]([S:17](Cl)(=[O:19])=[O:18])=[CH:13][CH:12]=1. The catalyst is C(Cl)Cl. The product is [Cl:10][C:11]1[CH:16]=[CH:15][C:14]([S:17]([NH:6][C@@H:5]([CH2:7][OH:8])[C:4]([O:3][CH3:2])=[O:9])(=[O:19])=[O:18])=[CH:13][CH:12]=1. The yield is 0.910.